This data is from Forward reaction prediction with 1.9M reactions from USPTO patents (1976-2016). The task is: Predict the product of the given reaction. (1) Given the reactants CN(C)C=O.Br[C:7]1[CH:12]=[CH:11][C:10]([C:13]2[N:14]([CH2:22][O:23][CH2:24][CH2:25][Si:26]([CH3:29])([CH3:28])[CH3:27])[CH:15]=[C:16]([C:18]([F:21])([F:20])[F:19])[N:17]=2)=[C:9]([Cl:30])[CH:8]=1.[CH3:31][C:32]1[C:37](B2OC(C)(C)C(C)(C)O2)=[CH:36][N:35]=[C:34]([O:47][CH2:48][C:49]2([C:53]([O:55][CH2:56][CH3:57])=[O:54])[CH2:52][CH2:51][CH2:50]2)[CH:33]=1.C(=O)([O-])[O-].[Na+].[Na+], predict the reaction product. The product is: [Cl:30][C:9]1[CH:8]=[C:7]([C:37]2[C:32]([CH3:31])=[CH:33][C:34]([O:47][CH2:48][C:49]3([C:53]([O:55][CH2:56][CH3:57])=[O:54])[CH2:52][CH2:51][CH2:50]3)=[N:35][CH:36]=2)[CH:12]=[CH:11][C:10]=1[C:13]1[N:14]([CH2:22][O:23][CH2:24][CH2:25][Si:26]([CH3:29])([CH3:28])[CH3:27])[CH:15]=[C:16]([C:18]([F:21])([F:20])[F:19])[N:17]=1. (2) Given the reactants [S:1]1[CH:5]=[C:4]([C:6]([Cl:8])=[O:7])[N:3]=[CH:2]1.[NH2:9][C:10]1[C:19]2[C:14](=[CH:15][C:16]([O:22][CH3:23])=[C:17]([O:20][CH3:21])[CH:18]=2)[N:13]=[C:12]([N:24]2[CH2:29][CH2:28][NH:27][CH2:26][CH2:25]2)[N:11]=1, predict the reaction product. The product is: [ClH:8].[NH2:9][C:10]1[C:19]2[C:14](=[CH:15][C:16]([O:22][CH3:23])=[C:17]([O:20][CH3:21])[CH:18]=2)[N:13]=[C:12]([N:24]2[CH2:29][CH2:28][N:27]([C:6]([C:4]3[N:3]=[CH:2][S:1][CH:5]=3)=[O:7])[CH2:26][CH2:25]2)[N:11]=1.